Predict the reactants needed to synthesize the given product. From a dataset of Full USPTO retrosynthesis dataset with 1.9M reactions from patents (1976-2016). (1) Given the product [NH2:1][CH2:2][CH:3]1[CH2:8][CH2:7][N:6]([C:9]2[C:14]([F:15])=[CH:13][N:12]=[C:11]([NH:16][C:17]3[CH:22]=[CH:21][C:20]([C:37]([OH:39])=[O:38])=[CH:19][CH:18]=3)[N:10]=2)[CH2:5][CH2:4]1, predict the reactants needed to synthesize it. The reactants are: [NH2:1][CH2:2][CH:3]1[CH2:8][CH2:7][N:6]([C:9]2[C:14]([F:15])=[CH:13][N:12]=[C:11]([NH:16][C:17]3[CH:22]=[CH:21][C:20](N4CCN(C(=O)C)CC4)=[CH:19][CH:18]=3)[N:10]=2)[CH2:5][CH2:4]1.NC1C=CC([C:37]([OH:39])=[O:38])=CC=1. (2) The reactants are: Br[C:2]1[C:7]([O:8][CH3:9])=[CH:6][C:5]([CH2:10][OH:11])=[CH:4][C:3]=1[O:12][CH3:13].O1C=CCCC1.O.C1(C)C=CC(S(O)(=O)=O)=CC=1.[B:32](OC(C)C)([O:37]C(C)C)[O:33]C(C)C.Cl. Given the product [OH:11][CH2:10][C:5]1[CH:6]=[C:7]([O:8][CH3:9])[C:2]([B:32]([OH:37])[OH:33])=[C:3]([O:12][CH3:13])[CH:4]=1, predict the reactants needed to synthesize it. (3) Given the product [CH2:12]([NH:11][CH2:14][C:15]1[CH:20]=[C:19]([C:21]([F:22])([F:24])[F:23])[CH:18]=[CH:17][C:16]=1[C:25]1[CH:30]=[CH:29][CH:28]=[C:27]([CH2:31][C:32]([OH:34])=[O:33])[CH:26]=1)[CH3:13], predict the reactants needed to synthesize it. The reactants are: C(OC([N:11]([CH2:14][C:15]1[CH:20]=[C:19]([C:21]([F:24])([F:23])[F:22])[CH:18]=[CH:17][C:16]=1[C:25]1[CH:30]=[CH:29][CH:28]=[C:27]([CH2:31][C:32]([OH:34])=[O:33])[CH:26]=1)[CH2:12][CH3:13])=O)C1C=CC=CC=1. (4) The reactants are: Br[C:2]1[CH:7]=[C:6]([CH3:8])[N:5]=[C:4]2[N:9]([CH2:12][C:13]3[CH:18]=[CH:17][CH:16]=[CH:15][CH:14]=3)[N:10]=[CH:11][C:3]=12.[C:19]([Zn]C#N)#[N:20].COC1C=CC=C(OC)C=1C1C=CC=CC=1P(C1CCCCC1)C1CCCCC1.CN(C=O)C. Given the product [CH3:8][C:6]1[CH:7]=[C:2]([C:19]#[N:20])[C:3]2[CH:11]=[N:10][N:9]([CH2:12][C:13]3[CH:18]=[CH:17][CH:16]=[CH:15][CH:14]=3)[C:4]=2[N:5]=1, predict the reactants needed to synthesize it. (5) Given the product [CH3:6][CH:7]([CH3:13])[CH2:8][CH2:9][C:10](=[O:12])[CH2:11][C:1](=[O:4])[CH3:2], predict the reactants needed to synthesize it. The reactants are: [C:1]([O:4]C)(=O)[CH3:2].[CH3:6][CH:7]([CH3:13])[CH2:8][CH2:9][C:10](=[O:12])[CH3:11].Cl. (6) Given the product [CH:14]1[C:15]2[C:10](=[CH:9][CH:8]=[C:7]([C:22]3[CH:23]=[C:24]([CH:28]=[CH:29][CH:30]=3)[C:25]([OH:27])=[O:26])[CH:16]=2)[CH:11]=[CH:12][N:13]=1, predict the reactants needed to synthesize it. The reactants are: FC(F)(F)S(O[C:7]1[CH:16]=[C:15]2[C:10]([CH:11]=[CH:12][N:13]=[CH:14]2)=[CH:9][CH:8]=1)(=O)=O.B([C:22]1[CH:23]=[C:24]([CH:28]=[CH:29][CH:30]=1)[C:25]([OH:27])=[O:26])(O)O.C(=O)([O-])[O-].[Na+].[Na+]. (7) Given the product [CH2:1]([N:8]([CH2:30][C@@H:31]([C:32]1[CH:37]=[CH:36][CH:35]=[CH:34][CH:33]=1)[O:38][CH:40]1[CH2:41][CH2:42][CH2:43][CH2:44][O:39]1)[CH2:9][CH2:10][C:11]1[CH:12]=[CH:13][C:14]([C:17]2[CH:22]=[CH:21][C:20]([C:23]([O:25][CH3:26])=[O:24])=[C:19]([N+:27]([O-:29])=[O:28])[CH:18]=2)=[CH:15][CH:16]=1)[C:2]1[CH:3]=[CH:4][CH:5]=[CH:6][CH:7]=1, predict the reactants needed to synthesize it. The reactants are: [CH2:1]([N:8]([CH2:30][C@H:31]([OH:38])[C:32]1[CH:37]=[CH:36][CH:35]=[CH:34][CH:33]=1)[CH2:9][CH2:10][C:11]1[CH:16]=[CH:15][C:14]([C:17]2[CH:22]=[CH:21][C:20]([C:23]([O:25][CH3:26])=[O:24])=[C:19]([N+:27]([O-:29])=[O:28])[CH:18]=2)=[CH:13][CH:12]=1)[C:2]1[CH:7]=[CH:6][CH:5]=[CH:4][CH:3]=1.[O:39]1[CH:44]=[CH:43][CH2:42][CH2:41][CH2:40]1.C1(C)C=CC(S([O-])(=O)=O)=CC=1.[NH+]1C=CC=CC=1.C(=O)(O)[O-].[Na+]. (8) The reactants are: [C:1]([C:3]1[C:4]([N:14]2[CH2:19][CH2:18][CH:17]([C:20]([O:22][C:23]([CH3:26])([CH3:25])[CH3:24])=[O:21])[CH2:16][CH2:15]2)=[N:5][C:6]([S:12][CH3:13])=[C:7]([C:9](F)=[O:10])[CH:8]=1)#[N:2].[CH2:27]([CH:30]([C:38]([O:40][C:41]([CH3:44])([CH3:43])[CH3:42])=[O:39])[C:31]([O:33][C:34]([CH3:37])([CH3:36])[CH3:35])=[O:32])[CH2:28][CH3:29].[O-]OOO[O-].[Na+].[Na+].C(O)(C(F)(F)F)=O. Given the product [C:23]([O:22][C:20]([CH:17]1[CH2:18][CH2:19][N:14]([C:4]2[N:5]=[C:6]([S:12][CH3:13])[C:7]([C:9]([C:30]([CH2:27][CH2:28][CH3:29])([C:31]([O:33][C:34]([CH3:37])([CH3:36])[CH3:35])=[O:32])[C:38]([O:40][C:41]([CH3:44])([CH3:43])[CH3:42])=[O:39])=[O:10])=[CH:8][C:3]=2[C:1]#[N:2])[CH2:15][CH2:16]1)=[O:21])([CH3:26])([CH3:25])[CH3:24], predict the reactants needed to synthesize it.